From a dataset of Cav3 T-type calcium channel HTS with 100,875 compounds. Binary Classification. Given a drug SMILES string, predict its activity (active/inactive) in a high-throughput screening assay against a specified biological target. (1) The molecule is Fc1ccc(Cn2nc(c(NC(=O)c3onc(c3)C)c2C)C)cc1. The result is 0 (inactive). (2) The result is 0 (inactive). The drug is O=c1n(CC(O)=O)cc(cc1)C. (3) The drug is S1CCC(NC(=O)c2ccc(cc2)C)=C1C(OC)=O. The result is 0 (inactive). (4) The drug is o1c(/C=C2\C(=NN(C2=O)c2ccccc2)c2ccccc2)ccc1c1c(cccc1)C(OC)=O. The result is 0 (inactive). (5) The compound is o1c2c(c3c1cccc3)cc(OC)c(NC(=O)COC(=O)Cn1c3c(nc1)cccc3)c2. The result is 0 (inactive). (6) The molecule is O=C1N(C(=O)CC1N(Cc1cc2OCOc2cc1)C(=O)Nc1ccc(OC)cc1)c1ccc(OC)cc1. The result is 0 (inactive).